The task is: Regression. Given a peptide amino acid sequence and an MHC pseudo amino acid sequence, predict their binding affinity value. This is MHC class I binding data.. This data is from Peptide-MHC class I binding affinity with 185,985 pairs from IEDB/IMGT. (1) The peptide sequence is FIHGGILYA. The MHC is HLA-A02:01 with pseudo-sequence HLA-A02:01. The binding affinity (normalized) is 0.799. (2) The peptide sequence is TLLESFLFY. The MHC is HLA-B46:01 with pseudo-sequence HLA-B46:01. The binding affinity (normalized) is 0.0847. (3) The peptide sequence is RIYRKGNPL. The MHC is HLA-B18:01 with pseudo-sequence HLA-B18:01. The binding affinity (normalized) is 0.0847. (4) The peptide sequence is VSKKEGGAMY. The binding affinity (normalized) is 0.590. The MHC is HLA-B15:01 with pseudo-sequence HLA-B15:01. (5) The peptide sequence is CVFKFIVAK. The MHC is HLA-B57:01 with pseudo-sequence HLA-B57:01. The binding affinity (normalized) is 0.0847. (6) The peptide sequence is EMQLKIDKLT. The MHC is HLA-A02:01 with pseudo-sequence HLA-A02:01. The binding affinity (normalized) is 0.